Dataset: Full USPTO retrosynthesis dataset with 1.9M reactions from patents (1976-2016). Task: Predict the reactants needed to synthesize the given product. (1) Given the product [F:22][C:23]1[CH:31]=[CH:30][C:26]([C:27]([NH:18][C:17]2[CH:19]=[CH:20][CH:21]=[C:15]([O:14][CH3:13])[CH:16]=2)=[O:28])=[CH:25][C:24]=1[N+:32]([O-:34])=[O:33], predict the reactants needed to synthesize it. The reactants are: Cl.CN(C)CCCN=C=NCC.[CH3:13][O:14][C:15]1[CH:16]=[C:17]([CH:19]=[CH:20][CH:21]=1)[NH2:18].[F:22][C:23]1[CH:31]=[CH:30][C:26]([C:27](O)=[O:28])=[CH:25][C:24]=1[N+:32]([O-:34])=[O:33].Cl. (2) Given the product [CH3:43][O:45][CH2:46][O:47][CH:5]1[CH2:4][C:3]21[C:6]1[CH:11]=[CH:10][CH:9]=[C:8]([CH3:16])[C:7]=1[O:1][CH2:2]2, predict the reactants needed to synthesize it. The reactants are: [OH:1][CH2:2][C:3]1([C:6]2[C:11](OCOC)=[CH:10][CH:9]=[C:8]([CH3:16])[C:7]=2O)[CH2:5][CH2:4]1.O1CCCC1.C1C=CC(P(C2C=CC=CC=2)C2C=CC=CC=2)=CC=1.C[CH:43]([O:45][C:46](/N=N/[C:46]([O:45][CH:43](C)C)=[O:47])=[O:47])C.